This data is from NCI-60 drug combinations with 297,098 pairs across 59 cell lines. The task is: Regression. Given two drug SMILES strings and cell line genomic features, predict the synergy score measuring deviation from expected non-interaction effect. (1) Drug 1: CCC1=CC2CC(C3=C(CN(C2)C1)C4=CC=CC=C4N3)(C5=C(C=C6C(=C5)C78CCN9C7C(C=CC9)(C(C(C8N6C)(C(=O)OC)O)OC(=O)C)CC)OC)C(=O)OC.C(C(C(=O)O)O)(C(=O)O)O. Drug 2: CC1=C2C(C(=O)C3(C(CC4C(C3C(C(C2(C)C)(CC1OC(=O)C(C(C5=CC=CC=C5)NC(=O)C6=CC=CC=C6)O)O)OC(=O)C7=CC=CC=C7)(CO4)OC(=O)C)O)C)OC(=O)C. Cell line: DU-145. Synergy scores: CSS=52.4, Synergy_ZIP=-1.36, Synergy_Bliss=-2.17, Synergy_Loewe=-12.8, Synergy_HSA=0.444. (2) Drug 1: CC1=CC2C(CCC3(C2CCC3(C(=O)C)OC(=O)C)C)C4(C1=CC(=O)CC4)C. Drug 2: CN(C(=O)NC(C=O)C(C(C(CO)O)O)O)N=O. Cell line: SR. Synergy scores: CSS=43.3, Synergy_ZIP=1.54, Synergy_Bliss=3.55, Synergy_Loewe=-15.5, Synergy_HSA=3.43. (3) Drug 1: CCCS(=O)(=O)NC1=C(C(=C(C=C1)F)C(=O)C2=CNC3=C2C=C(C=N3)C4=CC=C(C=C4)Cl)F. Drug 2: CN(CCCl)CCCl.Cl. Cell line: IGROV1. Synergy scores: CSS=11.7, Synergy_ZIP=-4.78, Synergy_Bliss=-6.29, Synergy_Loewe=-22.6, Synergy_HSA=-7.55. (4) Drug 1: CC1C(C(CC(O1)OC2CC(CC3=C2C(=C4C(=C3O)C(=O)C5=C(C4=O)C(=CC=C5)OC)O)(C(=O)C)O)N)O.Cl. Drug 2: C1=NC(=NC(=O)N1C2C(C(C(O2)CO)O)O)N. Cell line: SN12C. Synergy scores: CSS=18.0, Synergy_ZIP=-5.54, Synergy_Bliss=-2.69, Synergy_Loewe=-5.52, Synergy_HSA=-2.56.